This data is from Reaction yield outcomes from USPTO patents with 853,638 reactions. The task is: Predict the reaction yield, written as a fraction of the theoretical maximum amount of product (1.0 means a 100% yield; for example, 0.34 means a 34% yield). The reactants are C([C@@H]1COC(=O)N1[C:14](=[O:40])[C@H:15]([CH3:39])[C@H:16]([C@H:25]1[CH2:29][O:28][C:27]([CH3:31])([CH3:30])[N:26]1[C:32]([O:34][C:35]([CH3:38])([CH3:37])[CH3:36])=[O:33])[O:17][Si:18]([C:21]([CH3:24])([CH3:23])[CH3:22])([CH3:20])[CH3:19])C1C=CC=CC=1.C(O)C.[Li+].[BH4-]. The catalyst is C1COCC1.C(OCC)C.[OH-].[Na+]. The product is [Si:18]([O:17][C@@H:16]([C@H:25]1[CH2:29][O:28][C:27]([CH3:31])([CH3:30])[N:26]1[C:32]([O:34][C:35]([CH3:36])([CH3:38])[CH3:37])=[O:33])[C@@H:15]([CH3:39])[CH2:14][OH:40])([C:21]([CH3:22])([CH3:23])[CH3:24])([CH3:20])[CH3:19]. The yield is 0.710.